This data is from Forward reaction prediction with 1.9M reactions from USPTO patents (1976-2016). The task is: Predict the product of the given reaction. (1) Given the reactants [CH2:1]([C:3]1[C:4](CC)=NC=C([CH:11]=1)C(O)=O)C.C([O:18][C:19](=[O:29])[C:20]1[CH:25]=[C:24](Cl)[C:23]([CH:27]=[CH2:28])=[N:22][CH:21]=1)(C)(C)C, predict the reaction product. The product is: [CH2:27]([C:23]1[C:24]([CH2:1][CH:3]([CH3:4])[CH3:11])=[CH:25][C:20]([C:19]([OH:18])=[O:29])=[CH:21][N:22]=1)[CH3:28]. (2) The product is: [Cl:1][C:2]1[N:7]=[C:6]([C:8]#[N:9])[C:5]2[C:11]([O:33][CH3:34])=[N:12][N:13]([C:14]([C:15]3[CH:16]=[CH:17][CH:18]=[CH:19][CH:20]=3)([C:21]3[CH:22]=[CH:23][CH:24]=[CH:25][CH:26]=3)[C:27]3[CH:32]=[CH:31][CH:30]=[CH:29][CH:28]=3)[C:4]=2[CH:3]=1. Given the reactants [Cl:1][C:2]1[N:7]=[C:6]([CH:8]=[N:9]O)[C:5]2[C:11]([O:33][CH3:34])=[N:12][N:13]([C:14]([C:27]3[CH:32]=[CH:31][CH:30]=[CH:29][CH:28]=3)([C:21]3[CH:26]=[CH:25][CH:24]=[CH:23][CH:22]=3)[C:15]3[CH:20]=[CH:19][CH:18]=[CH:17][CH:16]=3)[C:4]=2[CH:3]=1.C1(P(C2C=CC=CC=2)C2C=CC=CC=2)C=CC=CC=1.II.C([O-])(O)=O.[Na+], predict the reaction product. (3) Given the reactants [F:1][C:2]1[CH:7]=[CH:6][C:5]([OH:8])=[CH:4][CH:3]=1.CN(C=O)C.[H-].[Na+].[Br:16][C:17]1[CH:18]=[C:19]([N+]([O-])=O)[C:20]([C:23]#[N:24])=[N:21][CH:22]=1, predict the reaction product. The product is: [Br:16][C:17]1[CH:18]=[C:19]([O:8][C:5]2[CH:6]=[CH:7][C:2]([F:1])=[CH:3][CH:4]=2)[C:20]([C:23]#[N:24])=[N:21][CH:22]=1. (4) Given the reactants [OH-].[Na+].[OH:3][C:4]1[CH:30]=[CH:29][C:28]([CH:31]2[CH2:36][CH2:35][N:34]([CH3:37])[CH2:33][CH2:32]2)=[CH:27][C:5]=1[C:6]([NH:8][C:9]1[CH:18]=[C:17]([C:19]2[CH:24]=[CH:23][CH:22]=[C:21]([O:25][CH3:26])[CH:20]=2)[CH:16]=[CH:15][C:10]=1[C:11]([O:13]C)=[O:12])=[O:7].Cl, predict the reaction product. The product is: [OH:3][C:4]1[CH:30]=[CH:29][C:28]([CH:31]2[CH2:32][CH2:33][N:34]([CH3:37])[CH2:35][CH2:36]2)=[CH:27][C:5]=1[C:6]([NH:8][C:9]1[CH:18]=[C:17]([C:19]2[CH:24]=[CH:23][CH:22]=[C:21]([O:25][CH3:26])[CH:20]=2)[CH:16]=[CH:15][C:10]=1[C:11]([OH:13])=[O:12])=[O:7].